Dataset: Reaction yield outcomes from USPTO patents with 853,638 reactions. Task: Predict the reaction yield, written as a fraction of the theoretical maximum amount of product (1.0 means a 100% yield; for example, 0.34 means a 34% yield). (1) The catalyst is CO.O.CCOC(C)=O.O. The reactants are N[C:2]1[CH:3]=[CH:4][C:5]([CH3:12])=[C:6]([CH:11]=1)[C:7]([O:9][CH3:10])=[O:8].Cl.N([O-])=O.[Na+].C([O-])(O)=O.[Na+].[C-]#N.[K+].[C:26]([Cu])#[N:27]. The product is [CH3:10][O:9][C:7](=[O:8])[C:6]1[CH:11]=[C:2]([C:26]#[N:27])[CH:3]=[CH:4][C:5]=1[CH3:12]. The yield is 0.420. (2) The reactants are [CH3:1][O:2][C:3]1[N:4]=[CH:5][CH:6]=[C:7]2[C:11]([C:12]3[CH:18]=[C:17]([S:19]([CH3:22])(=[O:21])=[O:20])[CH:16]=[CH:15][C:13]=3[NH2:14])=[CH:10][N:9]([CH3:23])[C:8]=12.[CH:24]1([CH:27]=O)[CH2:26][CH2:25]1.[Na].C(O)(=O)C. The catalyst is ClCCl. The product is [CH:24]1([CH2:27][NH:14][C:13]2[CH:15]=[CH:16][C:17]([S:19]([CH3:22])(=[O:21])=[O:20])=[CH:18][C:12]=2[C:11]2[C:7]3[C:8](=[C:3]([O:2][CH3:1])[N:4]=[CH:5][CH:6]=3)[N:9]([CH3:23])[CH:10]=2)[CH2:26][CH2:25]1. The yield is 1.00.